Dataset: Catalyst prediction with 721,799 reactions and 888 catalyst types from USPTO. Task: Predict which catalyst facilitates the given reaction. (1) Reactant: Br[C:2]1[C:3]([CH3:11])=[C:4]([C:7]([O:9][CH3:10])=[O:8])[S:5][CH:6]=1.[C:12]([O-])([O-])=O.[K+].[K+].[CH3:18][N:19]1[C:23](B2OC(C)(C)C(C)(C)O2)=[CH:22]C=N1. Product: [CH3:18][N:19]([CH3:12])[C:23]([C:2]1[C:3]([CH3:11])=[C:4]([C:7]([O:9][CH3:10])=[O:8])[S:5][CH:6]=1)=[CH2:22]. The catalyst class is: 70. (2) Reactant: ClC1C=C(C=CC=1)C(OO)=[O:6].[Cl:12][C:13]1[CH:22]=[CH:21][C:20]2[CH2:19][N:18]([C:23]([O:25][C:26]([CH3:29])([CH3:28])[CH3:27])=[O:24])[CH2:17][CH2:16][C:15]=2[N:14]=1. Product: [C:26]([O:25][C:23]([N:18]1[CH2:17][CH2:16][C:15]2[N+:14]([O-:6])=[C:13]([Cl:12])[CH:22]=[CH:21][C:20]=2[CH2:19]1)=[O:24])([CH3:29])([CH3:28])[CH3:27]. The catalyst class is: 22. (3) Reactant: C(Cl)(=O)C(Cl)=O.CSC.[F:10][C:11]([F:35])([F:34])[C:12]1[CH:29]=[C:28]([C:30]([F:33])([F:32])[F:31])[CH:27]=[CH:26][C:13]=1[CH2:14][N:15]1[CH2:22][CH:21]2[CH2:23][CH:17]([CH2:18][CH:19]([CH2:24][OH:25])[CH2:20]2)[CH2:16]1.[OH-].[Na+]. Product: [F:35][C:11]([F:10])([F:34])[C:12]1[CH:29]=[C:28]([C:30]([F:33])([F:32])[F:31])[CH:27]=[CH:26][C:13]=1[CH2:14][N:15]1[CH2:16][CH:17]2[CH2:23][CH:21]([CH2:20][CH:19]([CH:24]=[O:25])[CH2:18]2)[CH2:22]1. The catalyst class is: 531. (4) Reactant: [NH:1]1[CH2:6][CH2:5][CH2:4][CH:3]([C:7]2[CH:15]=[CH:14][CH:13]=[CH:12][C:8]=2[C:9]([OH:11])=[O:10])[CH2:2]1.C(N(CC)CC)C.[C:23](O[C:23]([O:25][C:26]([CH3:29])([CH3:28])[CH3:27])=[O:24])([O:25][C:26]([CH3:29])([CH3:28])[CH3:27])=[O:24].O. Product: [C:26]([O:25][C:23]([N:1]1[CH2:6][CH2:5][CH2:4][CH:3]([C:7]2[CH:15]=[CH:14][CH:13]=[CH:12][C:8]=2[C:9]([OH:11])=[O:10])[CH2:2]1)=[O:24])([CH3:29])([CH3:28])[CH3:27]. The catalyst class is: 2. (5) Reactant: [CH3:1][O:2][C:3]1[CH:4]=[C:5]([N:9]2[C:21]3[CH:20]=[CH:19][CH:18]=[CH:17][C:16]=3[C:15]3[C:10]2=[CH:11][CH:12]=[CH:13][CH:14]=3)[CH:6]=[CH:7][CH:8]=1.Cl[P:23]([CH:27]([CH3:29])[CH3:28])[CH:24]([CH3:26])[CH3:25]. Product: [CH:24]([P:23]([CH:27]([CH3:29])[CH3:28])[C:4]1[C:3]([O:2][CH3:1])=[CH:8][CH:7]=[CH:6][C:5]=1[N:9]1[C:10]2[CH:11]=[CH:12][CH:13]=[CH:14][C:15]=2[C:16]2[C:21]1=[CH:20][CH:19]=[CH:18][CH:17]=2)([CH3:26])[CH3:25]. The catalyst class is: 11. (6) Reactant: [O:1]=[C:2]([C:8]1[CH:13]=[CH:12][CH:11]=[C:10]([C:14]([F:17])([F:16])[F:15])[CH:9]=1)[CH2:3][CH2:4][C:5]([OH:7])=O.C(N(CC)CC)C.ClC(OCC(C)C)=O.[CH:33]([N:36]([CH3:54])[C@@H:37]1[CH2:42][CH2:41][C@H:40]([NH2:43])[C@H:39]([CH2:44][S:45]([C:48]2[CH:53]=[CH:52][CH:51]=[CH:50][CH:49]=2)(=[O:47])=[O:46])[CH2:38]1)([CH3:35])[CH3:34].[OH-].[Na+]. Product: [CH:33]([N:36]([CH3:54])[C@@H:37]1[CH2:42][CH2:41][C@H:40]([NH:43][C:5](=[O:7])[CH2:4][CH2:3][C:2](=[O:1])[C:8]2[CH:13]=[CH:12][CH:11]=[C:10]([C:14]([F:17])([F:16])[F:15])[CH:9]=2)[C@H:39]([CH2:44][S:45]([C:48]2[CH:49]=[CH:50][CH:51]=[CH:52][CH:53]=2)(=[O:46])=[O:47])[CH2:38]1)([CH3:35])[CH3:34]. The catalyst class is: 1.